Task: Predict the product of the given reaction.. Dataset: Forward reaction prediction with 1.9M reactions from USPTO patents (1976-2016) Given the reactants [CH2:1]([S:9][CH2:10][CH2:11][CH2:12][C:13]([OH:15])=O)[CH2:2][C:3]1[CH:8]=[CH:7][CH:6]=[CH:5][CH:4]=1.C([O-])([O-])=O.[K+].[K+].[Cl-].Cl.[NH2:24][OH:25].C(N(C(C)C)CC)(C)C.Cl, predict the reaction product. The product is: [OH:25][NH:24][C:13](=[O:15])[CH2:12][CH2:11][CH2:10][S:9][CH2:1][CH2:2][C:3]1[CH:8]=[CH:7][CH:6]=[CH:5][CH:4]=1.